Dataset: Reaction yield outcomes from USPTO patents with 853,638 reactions. Task: Predict the reaction yield, written as a fraction of the theoretical maximum amount of product (1.0 means a 100% yield; for example, 0.34 means a 34% yield). (1) The reactants are O=S(Cl)Cl.[CH3:5][C:6]1[C:7]([C:11]([OH:13])=[O:12])=[CH:8][S:9][CH:10]=1.[CH3:14]O. No catalyst specified. The product is [CH3:5][C:6]1[C:7]([C:11]([O:13][CH3:14])=[O:12])=[CH:8][S:9][CH:10]=1. The yield is 0.850. (2) The reactants are [CH2:1]([O:3][C:4](=[O:9])[CH2:5][C:6]([O-:8])=O)[CH3:2].[K+].[Cl-].[Mg+2].[Cl-].[F:14][C:15]1[CH:23]=[C:22]([O:24][CH3:25])[CH:21]=[CH:20][C:16]=1C(Cl)=O.Cl. The catalyst is C(#N)C.C(N(CC)CC)C. The product is [F:14][C:15]1[CH:23]=[C:22]([O:24][CH3:25])[CH:21]=[CH:20][C:16]=1[C:6](=[O:8])[CH2:5][C:4]([O:3][CH2:1][CH3:2])=[O:9]. The yield is 0.780. (3) The reactants are [CH3:1][S:2](Cl)(=[O:4])=[O:3].[NH2:6][CH2:7][CH2:8][CH:9]([NH:17][C:18](=[O:24])[O:19][C:20]([CH3:23])([CH3:22])[CH3:21])[C:10]1[CH:15]=[CH:14][C:13]([Cl:16])=[CH:12][CH:11]=1.C(N(CC)C(C)C)(C)C. The catalyst is C(Cl)Cl. The product is [Cl:16][C:13]1[CH:14]=[CH:15][C:10]([CH:9]([NH:17][C:18](=[O:24])[O:19][C:20]([CH3:22])([CH3:21])[CH3:23])[CH2:8][CH2:7][NH:6][S:2]([CH3:1])(=[O:4])=[O:3])=[CH:11][CH:12]=1. The yield is 0.719. (4) The reactants are [F:1][C:2]1[CH:10]=[CH:9][CH:8]=[C:7]([F:11])[C:3]=1[C:4](Cl)=[O:5].[C:12]1([O:20][CH3:21])[C:13](=[CH:16][CH:17]=[CH:18][CH:19]=1)[O:14][CH3:15]. No catalyst specified. The product is [F:1][C:2]1[CH:10]=[CH:9][CH:8]=[C:7]([F:11])[C:3]=1[C:4](=[O:5])[C:18]1[CH:17]=[CH:16][C:13]([O:14][CH3:15])=[C:12]([O:20][CH3:21])[CH:19]=1. The yield is 0.467. (5) The yield is 0.870. The product is [Cl:67][C:47]1[C:46]([O:45][C:40]2[N:39]=[C:38]3[S:37][C:36]([NH:35][C:8](=[O:10])/[CH:7]=[CH:6]/[C:2]4[O:1][CH:5]=[CH:4][CH:3]=4)=[N:44][C:43]3=[CH:42][CH:41]=2)=[CH:51][C:50]([NH:52][C:53](=[O:65])[C:54]2[CH:59]=[CH:58][CH:57]=[C:56]([C:60]([C:63]#[N:64])([CH3:62])[CH3:61])[CH:55]=2)=[C:49]([F:66])[CH:48]=1. The catalyst is N1C=CC=CC=1.C(OCC)(=O)C. The reactants are [O:1]1[CH:5]=[CH:4][CH:3]=[C:2]1/[CH:6]=[CH:7]/[C:8]([OH:10])=O.F[P-](F)(F)(F)(F)F.N1(OC(N(C)C)=[N+](C)C)C2N=CC=CC=2N=N1.[NH2:35][C:36]1[S:37][C:38]2[C:43]([N:44]=1)=[CH:42][CH:41]=[C:40]([O:45][C:46]1[C:47]([Cl:67])=[CH:48][C:49]([F:66])=[C:50]([NH:52][C:53](=[O:65])[C:54]3[CH:59]=[CH:58][CH:57]=[C:56]([C:60]([C:63]#[N:64])([CH3:62])[CH3:61])[CH:55]=3)[CH:51]=1)[N:39]=2. (6) The catalyst is CO. The product is [CH3:13][O:12][CH:11]([O:14][CH3:15])[C:4]1[CH:3]=[C:2]([Cl:1])[C:7]([I:8])=[N:6][CH:5]=1. The reactants are [Cl:1][C:2]1[CH:3]=[C:4](C=O)[CH:5]=[N:6][C:7]=1[I:8].[CH:11](OC)([O:14][CH3:15])[O:12][CH3:13].Cl.C(Cl)Cl. The yield is 0.790. (7) The reactants are Cl.[NH2:2][C:3]1[CH:35]=[CH:34][C:6]2[NH:7][C:8]([C:13]3[C:14](=[O:33])[C:15]([CH2:25][CH2:26][CH2:27][CH2:28][C:29]([CH3:32])([CH3:31])[CH3:30])([CH3:24])[C:16]4[C:21]([C:22]=3[OH:23])=[CH:20][CH:19]=[CH:18][CH:17]=4)=[N:9][S:10](=[O:12])(=[O:11])[C:5]=2[CH:4]=1.[S:36](Cl)([CH3:39])(=[O:38])=[O:37].N1C=CC=CC=1. The catalyst is CC(C)=O. The product is [CH3:32][C:29]([CH3:30])([CH3:31])[CH2:28][CH2:27][CH2:26][CH2:25][C:15]1([CH3:24])[C:16]2[C:21](=[CH:20][CH:19]=[CH:18][CH:17]=2)[C:22]([OH:23])=[C:13]([C:8]2[NH:7][C:6]3[CH:34]=[CH:35][C:3]([NH:2][S:36]([CH3:39])(=[O:38])=[O:37])=[CH:4][C:5]=3[S:10](=[O:12])(=[O:11])[N:9]=2)[C:14]1=[O:33]. The yield is 0.750.